Dataset: Forward reaction prediction with 1.9M reactions from USPTO patents (1976-2016). Task: Predict the product of the given reaction. Given the reactants [CH:1]12[CH2:7][CH:4]([CH:5]=[CH:6]1)[CH2:3][CH2:2]2.[CH2:8]([CH2:11][C:12]([O-:14])=[O:13])[CH:9]=[CH2:10].[CH2:15]([CH:19]1[CH2:24][CH:23]2[CH2:25][CH:20]1[CH:21]=[CH:22]2)[CH2:16][CH2:17][CH3:18].C1(C)C=CC=CC=1.C(O)C, predict the reaction product. The product is: [CH:1]12[CH2:7][CH:4]([CH:3]=[CH:2]1)[CH2:5][CH2:6]2.[CH2:8]([CH2:11][C:12]([O-:14])=[O:13])[CH:9]=[CH2:10].[CH2:15]([CH:19]1[CH2:24][CH:23]2[CH2:25][CH:20]1[CH:21]=[CH:22]2)[CH2:16][CH2:17][CH3:18].